From a dataset of NCI-60 drug combinations with 297,098 pairs across 59 cell lines. Regression. Given two drug SMILES strings and cell line genomic features, predict the synergy score measuring deviation from expected non-interaction effect. (1) Drug 1: C1CC(=O)NC(=O)C1N2CC3=C(C2=O)C=CC=C3N. Drug 2: C1CCC(C(C1)N)N.C(=O)(C(=O)[O-])[O-].[Pt+4]. Cell line: EKVX. Synergy scores: CSS=5.07, Synergy_ZIP=-3.62, Synergy_Bliss=-6.27, Synergy_Loewe=-2.90, Synergy_HSA=-2.66. (2) Drug 1: C1=CC=C(C=C1)NC(=O)CCCCCCC(=O)NO. Drug 2: C(=O)(N)NO. Cell line: U251. Synergy scores: CSS=29.1, Synergy_ZIP=-5.44, Synergy_Bliss=-1.05, Synergy_Loewe=-31.4, Synergy_HSA=-2.47. (3) Drug 1: C1CNP(=O)(OC1)N(CCCl)CCCl. Drug 2: C1CN(P(=O)(OC1)NCCCl)CCCl. Cell line: HCT116. Synergy scores: CSS=3.61, Synergy_ZIP=-5.29, Synergy_Bliss=-10.9, Synergy_Loewe=-11.7, Synergy_HSA=-9.68. (4) Drug 1: C1=CC(=C2C(=C1NCCNCCO)C(=O)C3=C(C=CC(=C3C2=O)O)O)NCCNCCO. Drug 2: C1C(C(OC1N2C=NC(=NC2=O)N)CO)O. Cell line: SK-MEL-5. Synergy scores: CSS=24.3, Synergy_ZIP=-0.949, Synergy_Bliss=4.52, Synergy_Loewe=-6.96, Synergy_HSA=1.90. (5) Drug 1: CCCS(=O)(=O)NC1=C(C(=C(C=C1)F)C(=O)C2=CNC3=C2C=C(C=N3)C4=CC=C(C=C4)Cl)F. Drug 2: C1C(C(OC1N2C=NC3=C2NC=NCC3O)CO)O. Cell line: OVCAR-8. Synergy scores: CSS=-1.43, Synergy_ZIP=1.20, Synergy_Bliss=0.265, Synergy_Loewe=-1.50, Synergy_HSA=-1.93. (6) Drug 1: CN(C)C1=NC(=NC(=N1)N(C)C)N(C)C. Drug 2: C1=NC2=C(N1)C(=S)N=CN2. Cell line: UO-31. Synergy scores: CSS=26.9, Synergy_ZIP=-3.31, Synergy_Bliss=5.51, Synergy_Loewe=-8.06, Synergy_HSA=2.52. (7) Drug 1: C1C(C(OC1N2C=NC3=C(N=C(N=C32)Cl)N)CO)O. Drug 2: C#CCC(CC1=CN=C2C(=N1)C(=NC(=N2)N)N)C3=CC=C(C=C3)C(=O)NC(CCC(=O)O)C(=O)O. Cell line: DU-145. Synergy scores: CSS=50.4, Synergy_ZIP=3.28, Synergy_Bliss=-10.0, Synergy_Loewe=29.9, Synergy_HSA=-6.02. (8) Synergy scores: CSS=14.1, Synergy_ZIP=6.08, Synergy_Bliss=11.6, Synergy_Loewe=-12.7, Synergy_HSA=1.97. Drug 2: CN(C(=O)NC(C=O)C(C(C(CO)O)O)O)N=O. Drug 1: C1=CC=C(C=C1)NC(=O)CCCCCCC(=O)NO. Cell line: OVCAR-8. (9) Drug 1: CCCS(=O)(=O)NC1=C(C(=C(C=C1)F)C(=O)C2=CNC3=C2C=C(C=N3)C4=CC=C(C=C4)Cl)F. Drug 2: CC1=C(C(=O)C2=C(C1=O)N3CC4C(C3(C2COC(=O)N)OC)N4)N. Cell line: MOLT-4. Synergy scores: CSS=37.8, Synergy_ZIP=-3.41, Synergy_Bliss=-7.86, Synergy_Loewe=-51.8, Synergy_HSA=-9.12. (10) Drug 1: C1=NC2=C(N1)C(=S)N=C(N2)N. Drug 2: CN(CC1=CN=C2C(=N1)C(=NC(=N2)N)N)C3=CC=C(C=C3)C(=O)NC(CCC(=O)O)C(=O)O. Cell line: SK-OV-3. Synergy scores: CSS=34.4, Synergy_ZIP=-9.49, Synergy_Bliss=-5.21, Synergy_Loewe=-2.70, Synergy_HSA=-2.14.